This data is from Reaction yield outcomes from USPTO patents with 853,638 reactions. The task is: Predict the reaction yield, written as a fraction of the theoretical maximum amount of product (1.0 means a 100% yield; for example, 0.34 means a 34% yield). (1) The reactants are [OH:1][CH2:2][CH2:3][O:4][C:5]1[CH:20]=[CH:19][C:8]([O:9][C:10]2[CH:17]=[CH:16][C:15]([I:18])=[CH:14][C:11]=2[CH:12]=[O:13])=[CH:7][CH:6]=1.[C:21]([Si:25]([CH3:28])([CH3:27])Cl)([CH3:24])([CH3:23])[CH3:22].N1C=CN=C1. The catalyst is CN(C)C=O. The product is [C:21]([Si:25]([CH3:28])([CH3:27])[O:1][CH2:2][CH2:3][O:4][C:5]1[CH:6]=[CH:7][C:8]([O:9][C:10]2[CH:17]=[CH:16][C:15]([I:18])=[CH:14][C:11]=2[CH:12]=[O:13])=[CH:19][CH:20]=1)([CH3:24])([CH3:23])[CH3:22]. The yield is 0.950. (2) The reactants are [CH3:1][C:2]1[CH:6]=[C:5]([CH3:7])[NH:4][C:3]=1/[CH:8]=[C:9]1\[C:10](=[O:21])[N:11]([C:18](Cl)=[O:19])[C:12]2[C:17]\1=[CH:16][CH:15]=[CH:14][CH:13]=2.[F:22][C:23]1[C:24](=[O:30])[NH:25][C:26](=[O:29])[NH:27][CH:28]=1.N1C=CC=CC=1. The catalyst is C1COCC1. The product is [CH3:1][C:2]1[CH:6]=[C:5]([CH3:7])[NH:4][C:3]=1/[CH:8]=[C:9]1\[C:10](=[O:21])[N:11]([C:18]([N:27]2[CH:28]=[C:23]([F:22])[C:24](=[O:30])[NH:25][C:26]2=[O:29])=[O:19])[C:12]2[C:17]\1=[CH:16][CH:15]=[CH:14][CH:13]=2. The yield is 0.360. (3) The reactants are Br[C:2]1[CH:39]=[CH:38][C:5]([CH2:6][O:7][C:8]2[CH:13]=[CH:12][CH:11]=[CH:10][C:9]=2[CH2:14][CH2:15][N:16]([CH2:27][C:28]2[CH:37]=[CH:36][C:31]([C:32]([O:34][CH3:35])=[O:33])=[CH:30][CH:29]=2)[CH2:17][CH2:18][C:19]2[CH:24]=[CH:23][C:22]([C:25]#[N:26])=[CH:21][CH:20]=2)=[CH:4][CH:3]=1.[F:40][C:41]([F:52])([F:51])[C:42]1[CH:47]=[CH:46][C:45](B(O)O)=[CH:44][CH:43]=1.C(=O)([O-])[O-].[Na+].[Na+]. The catalyst is COCCOC.Cl[Pd](Cl)([P](C1C=CC=CC=1)(C1C=CC=CC=1)C1C=CC=CC=1)[P](C1C=CC=CC=1)(C1C=CC=CC=1)C1C=CC=CC=1. The product is [C:25]([C:22]1[CH:23]=[CH:24][C:19]([CH2:18][CH2:17][N:16]([CH2:27][C:28]2[CH:37]=[CH:36][C:31]([C:32]([O:34][CH3:35])=[O:33])=[CH:30][CH:29]=2)[CH2:15][CH2:14][C:9]2[CH:10]=[CH:11][CH:12]=[CH:13][C:8]=2[O:7][CH2:6][C:5]2[CH:38]=[CH:39][C:2]([C:45]3[CH:46]=[CH:47][C:42]([C:41]([F:52])([F:51])[F:40])=[CH:43][CH:44]=3)=[CH:3][CH:4]=2)=[CH:20][CH:21]=1)#[N:26]. The yield is 0.710. (4) The reactants are Br[C:2]1[C:10]2[CH2:9][CH2:8][CH2:7][CH2:6][C:5]=2[N:4]2[CH2:11][CH2:12][NH:13][C:14](=[O:15])[C:3]=12.[Li]CCCC.C1C=CC(S(N(S(C2C=CC=CC=2)(=O)=O)[F:31])(=O)=O)=CC=1. The catalyst is O1CCCC1. The product is [F:31][C:2]1[C:10]2[CH2:9][CH2:8][CH2:7][CH2:6][C:5]=2[N:4]2[CH2:11][CH2:12][NH:13][C:14](=[O:15])[C:3]=12. The yield is 0.160.